Dataset: Forward reaction prediction with 1.9M reactions from USPTO patents (1976-2016). Task: Predict the product of the given reaction. (1) Given the reactants C[C:2]1[C@@H:19](OC([C@H](O)[C@@H](NC(C2C=CC=CC=2)=O)C2C=CC=CC=2)=O)[CH2:18][C@:14]2(O)[C:15](C)(C)[C:3]=1[C@@H:4]([O:59]C(C)=O)C([C@@]1(C)[C@H]([C@@H]2OC(C2C=CC=CC=2)=O)[C@]2(OC(C)=O)CO[C@@H]2C[C@@H]1O)=O.C(O)(=O)C.[Cl:67]CCl, predict the reaction product. The product is: [C:4]([Cl:67])(=[O:59])[C:3]1[CH:15]=[CH:14][CH:18]=[CH:19][CH:2]=1. (2) Given the reactants [Cl:1][C:2]1[CH:3]=[C:4](I)[CH:5]=[C:6]2[C:11]=1[O:10][CH:9]([C:12]([F:15])([F:14])[F:13])[C:8]([C:16]([O:18][CH2:19][CH3:20])=[O:17])=[CH:7]2.[CH2:22]([Sn](CCCC)(CCCC)C#C)[CH2:23]CC, predict the reaction product. The product is: [Cl:1][C:2]1[CH:3]=[C:4]([C:22]#[CH:23])[CH:5]=[C:6]2[C:11]=1[O:10][CH:9]([C:12]([F:15])([F:14])[F:13])[C:8]([C:16]([O:18][CH2:19][CH3:20])=[O:17])=[CH:7]2. (3) Given the reactants [Cl:1][C:2]1[C:7]([F:8])=[CH:6][C:5]([NH2:9])=[C:4]([N+:10]([O-:12])=[O:11])[CH:3]=1.[CH3:13][C:14]([O:17][C:18](O[C:18]([O:17][C:14]([CH3:16])([CH3:15])[CH3:13])=[O:19])=[O:19])([CH3:16])[CH3:15].C(O)(C(F)(F)F)=O, predict the reaction product. The product is: [C:14]([O:17][C:18](=[O:19])[NH:9][C:5]1[CH:6]=[C:7]([F:8])[C:2]([Cl:1])=[CH:3][C:4]=1[N+:10]([O-:12])=[O:11])([CH3:16])([CH3:15])[CH3:13]. (4) Given the reactants [F:1][C:2]1[CH:42]=[CH:41][C:5]([CH2:6][N:7]2[CH2:39][CH2:38][C:11]3[CH:12]=[C:13]4[C:17](=[CH:18][C:10]=3[NH:9][C:8]2=[O:40])[N:16](C(C2C=CC=CC=2)(C2C=CC=CC=2)C2C=CC=CC=2)[N:15]=[CH:14]4)=[CH:4][CH:3]=1, predict the reaction product. The product is: [F:1][C:2]1[CH:42]=[CH:41][C:5]([CH2:6][N:7]2[CH2:39][CH2:38][C:11]3[CH:12]=[C:13]4[C:17](=[CH:18][C:10]=3[NH:9][C:8]2=[O:40])[NH:16][N:15]=[CH:14]4)=[CH:4][CH:3]=1. (5) Given the reactants [C:1]([C:3]1[C:4]([N:21]2[CH2:26][CH2:25][CH:24]([C:27]([OH:29])=O)[CH2:23][CH2:22]2)=[N:5][C:6]([CH2:14][N:15]2[CH2:19][CH2:18][CH2:17][C:16]2=[O:20])=[C:7]([C:9]([CH:11]2[CH2:13][CH2:12]2)=[O:10])[CH:8]=1)#[N:2].[F:30][C:31]1[CH:36]=[CH:35][C:34]([N:37]([CH3:42])[S:38]([NH2:41])(=[O:40])=[O:39])=[CH:33][CH:32]=1, predict the reaction product. The product is: [C:1]([C:3]1[C:4]([N:21]2[CH2:26][CH2:25][CH:24]([C:27]([NH:41][S:38]([N:37]([C:34]3[CH:35]=[CH:36][C:31]([F:30])=[CH:32][CH:33]=3)[CH3:42])(=[O:39])=[O:40])=[O:29])[CH2:23][CH2:22]2)=[N:5][C:6]([CH2:14][N:15]2[CH2:19][CH2:18][CH2:17][C:16]2=[O:20])=[C:7]([C:9]([CH:11]2[CH2:12][CH2:13]2)=[O:10])[CH:8]=1)#[N:2]. (6) Given the reactants [NH:1]1[C:9]2[C:4](=[CH:5][C:6]([C:10]3[O:14][C:13](=O)[NH:12][N:11]=3)=[CH:7][CH:8]=2)[CH:3]=[CH:2]1.[CH:16]([NH2:19])([CH3:18])[CH3:17].C1(OC2C=CC=CC=2)C=CC=CC=1.CCN(C(C)C)C(C)C.CN([P+](ON1N=NC2C=CC=CC1=2)(N(C)C)N(C)C)C.F[P-](F)(F)(F)(F)F, predict the reaction product. The product is: [NH:1]1[C:9]2[C:4](=[CH:5][C:6]([C:10]3[O:14][C:13]([NH:19][CH:16]([CH3:18])[CH3:17])=[N:12][N:11]=3)=[CH:7][CH:8]=2)[CH:3]=[CH:2]1. (7) Given the reactants [NH:1]1[CH:5]=[C:4]([C:6]2[CH:29]=[CH:28][C:9]3[C:10]4[N:11]=[C:12]([C:18]5[N:19]([CH2:23][C:24]([F:27])([F:26])[F:25])[N:20]=[CH:21][N:22]=5)[S:13][C:14]=4[CH2:15][CH2:16][O:17][C:8]=3[CH:7]=2)[CH:3]=[N:2]1.C(=O)([O-])[O-].[Cs+].[Cs+].CN(C)C=O.Br[CH2:42][CH2:43][OH:44], predict the reaction product. The product is: [F:27][C:24]([F:26])([F:25])[CH2:23][N:19]1[C:18]([C:12]2[S:13][C:14]3[CH2:15][CH2:16][O:17][C:8]4[CH:7]=[C:6]([C:4]5[CH:3]=[N:2][N:1]([CH2:42][CH2:43][OH:44])[CH:5]=5)[CH:29]=[CH:28][C:9]=4[C:10]=3[N:11]=2)=[N:22][CH:21]=[N:20]1. (8) The product is: [Si:1]([O:8][CH2:9][C@H:10]1[N:15]([CH3:26])[C@H:14]([C:16]([NH:18][CH3:19])=[O:17])[C@H:13]2[O:20][C:21]([CH3:24])([CH3:23])[O:22][C@H:12]2[C@@H:11]1[OH:25])([C:4]([CH3:7])([CH3:5])[CH3:6])([CH3:2])[CH3:3]. Given the reactants [Si:1]([O:8][CH2:9][C@H:10]1[NH:15][C@H:14]([C:16]([NH:18][CH3:19])=[O:17])[C@H:13]2[O:20][C:21]([CH3:24])([CH3:23])[O:22][C@H:12]2[C@@H:11]1[OH:25])([C:4]([CH3:7])([CH3:6])[CH3:5])([CH3:3])[CH3:2].[C:26](=O)([O-])[O-].[K+].[K+].IC, predict the reaction product. (9) Given the reactants [Br:1][C:2]1[CH:3]=[C:4]2[C:9](=[CH:10][CH:11]=1)[N:8]=[C:7]([NH:12][C:13]([CH3:16])([CH3:15])[CH3:14])[C:6](/[CH:17]=[C:18](\[CH3:30])/[C:19]([NH:21][CH:22]1[CH2:27][CH2:26][O:25][C:24]([CH3:29])([CH3:28])[CH2:23]1)=[O:20])=[CH:5]2.[CH3:31]O, predict the reaction product. The product is: [Br:1][C:2]1[CH:3]=[C:4]2[C:9](=[CH:10][CH:11]=1)[N:8]=[C:7]([NH:12][C:13]([CH3:15])([CH3:16])[CH3:14])[C:6]([CH2:17][CH:18]([CH3:30])[C:19]([NH:21][CH:22]1[CH2:23][C:24]3([CH2:29][CH2:31][CH2:28]3)[O:25][CH2:26][CH2:27]1)=[O:20])=[CH:5]2. (10) Given the reactants [CH2:1]([NH:3][C:4]1[C:13]([CH2:14]O)=[CH:12][C:11]2[C:6](=[CH:7][C:8]([F:18])=[C:9]([O:16][CH3:17])[CH:10]=2)[N:5]=1)[CH3:2].O=S(Cl)[Cl:21], predict the reaction product. The product is: [ClH:21].[Cl:21][CH2:14][C:13]1[C:4]([NH:3][CH2:1][CH3:2])=[N:5][C:6]2[C:11]([CH:12]=1)=[CH:10][C:9]([O:16][CH3:17])=[C:8]([F:18])[CH:7]=2.